Dataset: Forward reaction prediction with 1.9M reactions from USPTO patents (1976-2016). Task: Predict the product of the given reaction. Given the reactants [F:1][C:2]1([F:16])[CH2:5][C:4]([C:11]([O:13]CC)=[O:12])([C:6]([O:8][CH2:9][CH3:10])=[O:7])[CH2:3]1.CCO, predict the reaction product. The product is: [CH2:9]([O:8][C:6]([C:4]1([C:11]([OH:13])=[O:12])[CH2:3][C:2]([F:1])([F:16])[CH2:5]1)=[O:7])[CH3:10].